This data is from Forward reaction prediction with 1.9M reactions from USPTO patents (1976-2016). The task is: Predict the product of the given reaction. (1) Given the reactants [Cl:1][C:2]1[C:7]([C:8]([F:11])([F:10])[F:9])=[CH:6][CH:5]=[CH:4][C:3]=1[OH:12].N1C=CC=CC=1.[S:19](O[S:19]([C:22]([F:25])([F:24])[F:23])(=[O:21])=[O:20])([C:22]([F:25])([F:24])[F:23])(=[O:21])=[O:20], predict the reaction product. The product is: [F:23][C:22]([F:25])([F:24])[S:19]([O:12][C:3]1[CH:4]=[CH:5][CH:6]=[C:7]([C:8]([F:10])([F:11])[F:9])[C:2]=1[Cl:1])(=[O:21])=[O:20]. (2) Given the reactants C[O:2][C:3]([CH:5]1[N:9]2[C:10](=[O:17])[CH:11]([NH2:16])[CH2:12][CH2:13][CH2:14][CH2:15][CH:8]2[CH2:7][CH2:6]1)=[O:4].[Li+].[OH-], predict the reaction product. The product is: [NH2:16][C@@H:11]1[C:10](=[O:17])[N:9]2[C@H:5]([C:3]([OH:4])=[O:2])[CH2:6][CH2:7][C@@H:8]2[CH2:15][CH2:14][CH2:13][CH2:12]1. (3) Given the reactants [C:1](C1NC=CN=1)(C1NC=CN=1)=[O:2].[N:13]1[CH:18]=[CH:17][CH:16]=[C:15]([CH2:19][OH:20])[CH:14]=1.[I:21][C:22]1[CH:28]=[CH:27][C:25]([NH2:26])=[CH:24][CH:23]=1.C1CCN2C(=NCCC2)CC1.C(N(CC)CC)C, predict the reaction product. The product is: [I:21][C:22]1[CH:28]=[CH:27][C:25]([NH:26][C:1](=[O:2])[O:20][CH2:19][C:15]2[CH:14]=[N:13][CH:18]=[CH:17][CH:16]=2)=[CH:24][CH:23]=1. (4) The product is: [CH2:1]([C:5]1([CH:18]2[CH2:22][CH2:21][CH2:20][CH2:19]2)[CH2:13][C:12]2[C:7](=[C:8]([Cl:16])[C:9]([Cl:15])=[C:10]([O:24][C:23]([C:31]3[CH:36]=[CH:35][C:34]([C:37]#[N:38])=[CH:33][CH:32]=3)=[O:26])[CH:11]=2)[CH2:6]1)[CH2:2][CH2:3][CH3:4]. Given the reactants [CH2:1]([C:5]1([CH:18]2[CH2:22][CH2:21][CH2:20][CH2:19]2)[CH2:13][C:12]2[C:7](=[C:8]([Cl:16])[C:9]([Cl:15])=[C:10](O)[CH:11]=2)[C:6]1=O)[CH2:2][CH2:3][CH3:4].[C:23](=[O:26])([O-])[O-:24].[K+].[K+].BrC[C:31]1[CH:36]=[CH:35][C:34]([C:37]#[N:38])=[CH:33][CH:32]=1, predict the reaction product. (5) The product is: [N+:34]([C:23]1[CH:22]=[C:21]([N:1]2[CH:5]=[CH:4][CH:3]=[N:2]2)[CH:33]=[CH:32][C:24]=1[C:25]([O:27][C:28]([CH3:31])([CH3:30])[CH3:29])=[O:26])([O-:36])=[O:35]. Given the reactants [NH:1]1[CH:5]=[CH:4][CH:3]=[N:2]1.C(=O)([O-])[O-].[K+].[K+].N1CCC[C@@H]1C(O)=O.Br[C:21]1[CH:33]=[CH:32][C:24]([C:25]([O:27][C:28]([CH3:31])([CH3:30])[CH3:29])=[O:26])=[C:23]([N+:34]([O-:36])=[O:35])[CH:22]=1, predict the reaction product. (6) The product is: [CH2:1]([O:8][C:9]1[CH:10]=[C:11]2[C:16](=[CH:17][CH:18]=1)[C:15](=[O:19])[N:14]([CH2:20][CH:21]1[CH2:23][CH2:22]1)[C:13]([CH2:24][OH:25])=[C:12]2[O:27][CH2:28][CH2:29][CH2:30][CH3:31])[C:2]1[CH:3]=[CH:4][CH:5]=[CH:6][CH:7]=1. Given the reactants [CH2:1]([O:8][C:9]1[CH:10]=[C:11]2[C:16](=[CH:17][CH:18]=1)[C:15](=[O:19])[N:14]([CH2:20][CH:21]1[CH2:23][CH2:22]1)[C:13]([C:24](O)=[O:25])=[C:12]2[O:27][CH2:28][CH2:29][CH2:30][CH3:31])[C:2]1[CH:7]=[CH:6][CH:5]=[CH:4][CH:3]=1.C(Cl)(=O)C(Cl)=O.[BH4-].[Na+].Cl, predict the reaction product.